From a dataset of Full USPTO retrosynthesis dataset with 1.9M reactions from patents (1976-2016). Predict the reactants needed to synthesize the given product. (1) Given the product [CH3:8][C@H:9]1[CH2:14][NH:13][CH2:12][C@@H:11]([CH3:15])[N:10]1[C:2]1[N:7]=[CH:6][CH:5]=[CH:4][N:3]=1, predict the reactants needed to synthesize it. The reactants are: Cl[C:2]1[N:7]=[CH:6][CH:5]=[CH:4][N:3]=1.[CH3:8][C@H:9]1[CH2:14][NH:13][CH2:12][C@@H:11]([CH3:15])[NH:10]1. (2) Given the product [C:1]([O:5][C:6]([N:8]1[C@H:13]([CH2:14][NH:15][C:22]([C:21]2[C:17]([CH3:16])=[N:18][O:19][C:20]=2[CH3:25])=[O:23])[CH2:12][C@H:11]2[C@@H:9]1[CH2:10]2)=[O:7])([CH3:4])([CH3:3])[CH3:2], predict the reactants needed to synthesize it. The reactants are: [C:1]([O:5][C:6]([N:8]1[C@H:13]([CH2:14][NH2:15])[CH2:12][C@H:11]2[C@@H:9]1[CH2:10]2)=[O:7])([CH3:4])([CH3:3])[CH3:2].[CH3:16][C:17]1[C:21]([C:22](O)=[O:23])=[C:20]([CH3:25])[O:19][N:18]=1. (3) Given the product [CH3:14][O:13][C:11]1[CH:10]=[N:9][N:8]([CH2:1][C:2]2[CH:3]=[CH:4][CH:5]=[CH:6][CH:7]=2)[CH:12]=1, predict the reactants needed to synthesize it. The reactants are: [CH2:1]([N:8]1[CH:12]=[C:11]([OH:13])[CH:10]=[N:9]1)[C:2]1[CH:7]=[CH:6][CH:5]=[CH:4][CH:3]=1.[C:14]([O-])([O-])=O.[Cs+].[Cs+].CI. (4) Given the product [ClH:35].[CH3:1][O:2][C:3]1[CH:26]=[C:25]([C:27]([F:28])([F:29])[F:30])[CH:24]=[C:23]([C:31]([F:33])([F:34])[F:32])[C:4]=1[C:5]([NH:7][CH:8]([C:17]1[CH:22]=[CH:21][CH:20]=[CH:19][CH:18]=1)[C:9]([CH3:16])([N:11]1[CH2:15][CH2:14][CH2:13][CH2:12]1)[CH3:10])=[O:6], predict the reactants needed to synthesize it. The reactants are: [CH3:1][O:2][C:3]1[CH:26]=[C:25]([C:27]([F:30])([F:29])[F:28])[CH:24]=[C:23]([C:31]([F:34])([F:33])[F:32])[C:4]=1[C:5]([NH:7][CH:8]([C:17]1[CH:22]=[CH:21][CH:20]=[CH:19][CH:18]=1)[C:9]([CH3:16])([N:11]1[CH2:15][CH2:14][CH2:13][CH2:12]1)[CH3:10])=[O:6].[ClH:35]. (5) Given the product [CH2:1]([N:8]1[C:9](=[O:17])[CH:10]([CH3:16])[O:11][CH2:12][CH:13]1[C:14]([OH:19])=[O:15])[C:2]1[CH:3]=[CH:4][CH:5]=[CH:6][CH:7]=1, predict the reactants needed to synthesize it. The reactants are: [CH2:1]([N:8]1[CH:13]([CH2:14][OH:15])[CH2:12][O:11][CH:10]([CH3:16])[C:9]1=[O:17])[C:2]1[CH:7]=[CH:6][CH:5]=[CH:4][CH:3]=1.I(O)(=O)(=O)=[O:19].[Cr](Cl)([O-])(=O)=O.[NH+]1C=CC=CC=1. (6) Given the product [Cl:1][C:2]1[N:7]=[C:6]([NH:8][NH:9][C:25](=[O:26])[C@H:24]([CH2:23][CH:18]2[CH2:19][CH2:20][CH2:21][CH2:22]2)[CH2:28][N:29]([O:30][CH:31]2[CH2:36][CH2:35][CH2:34][CH2:33][O:32]2)[CH:37]=[O:38])[C:5]([F:10])=[C:4]([N:11]2[CH2:16][CH2:15][N:14]([CH3:17])[CH2:13][CH2:12]2)[N:3]=1, predict the reactants needed to synthesize it. The reactants are: [Cl:1][C:2]1[N:7]=[C:6]([NH:8][NH2:9])[C:5]([F:10])=[C:4]([N:11]2[CH2:16][CH2:15][N:14]([CH3:17])[CH2:13][CH2:12]2)[N:3]=1.[CH:18]1([CH2:23][C@H:24]([CH2:28][N:29]([CH:37]=[O:38])[O:30][CH:31]2[CH2:36][CH2:35][CH2:34][CH2:33][O:32]2)[C:25](O)=[O:26])[CH2:22][CH2:21][CH2:20][CH2:19]1.C1C=NC2N(O)N=NC=2C=1.C(Cl)CCl.CN1CCOCC1.